From a dataset of Full USPTO retrosynthesis dataset with 1.9M reactions from patents (1976-2016). Predict the reactants needed to synthesize the given product. (1) Given the product [C:22]([O:21][C:19](=[O:20])[CH2:18][NH:17][CH2:2][C:3]1[CH:4]=[C:5]([CH:13]=[CH:14][CH:15]=1)[C:6]([O:8][C:9]([CH3:12])([CH3:11])[CH3:10])=[O:7])([CH3:25])([CH3:24])[CH3:23], predict the reactants needed to synthesize it. The reactants are: Cl[CH2:2][C:3]1[CH:4]=[C:5]([CH:13]=[CH:14][CH:15]=1)[C:6]([O:8][C:9]([CH3:12])([CH3:11])[CH3:10])=[O:7].Cl.[NH2:17][CH2:18][C:19]([O:21][C:22]([CH3:25])([CH3:24])[CH3:23])=[O:20].C(=O)([O-])[O-].[K+].[K+].O. (2) Given the product [NH2:1][CH2:2][C:3]1([CH2:22][C:23]([OH:25])=[O:24])[CH2:4][C@@H:5]([C:15]([O:17][C:18]([CH3:21])([CH3:20])[CH3:19])=[O:16])[N:6]([C:8]([O:10][C:11]([CH3:13])([CH3:12])[CH3:14])=[O:9])[CH2:7]1, predict the reactants needed to synthesize it. The reactants are: [NH2:1][CH2:2][C:3]1([CH2:22][C:23]([O:25]CC)=[O:24])[CH2:7][N:6]([C:8]([O:10][C:11]([CH3:14])([CH3:13])[CH3:12])=[O:9])[C@H:5]([C:15]([O:17][C:18]([CH3:21])([CH3:20])[CH3:19])=[O:16])[CH2:4]1.[OH-].[Li+].O. (3) Given the product [Cl:1][C:2]1[CH:27]=[C:26]([Cl:28])[CH:25]=[CH:24][C:3]=1[O:4][C:5]1[CH:10]=[CH:9][CH:8]=[CH:7][C:6]=1[NH:11][S:12]([C:15]1[CH:23]=[CH:22][C:18]([C:19]([N:41]2[CH2:42][CH2:43][CH2:44][N:38]([CH2:37][CH2:36][CH2:35][N:29]3[CH2:30][CH2:31][O:32][CH2:33][CH2:34]3)[CH2:39][CH2:40]2)=[O:20])=[CH:17][CH:16]=1)(=[O:14])=[O:13], predict the reactants needed to synthesize it. The reactants are: [Cl:1][C:2]1[CH:27]=[C:26]([Cl:28])[CH:25]=[CH:24][C:3]=1[O:4][C:5]1[CH:10]=[CH:9][CH:8]=[CH:7][C:6]=1[NH:11][S:12]([C:15]1[CH:23]=[CH:22][C:18]([C:19](O)=[O:20])=[CH:17][CH:16]=1)(=[O:14])=[O:13].[N:29]1([CH2:35][CH2:36][CH2:37][N:38]2[CH2:44][CH2:43][CH2:42][NH:41][CH2:40][CH2:39]2)[CH2:34][CH2:33][O:32][CH2:31][CH2:30]1. (4) Given the product [CH2:14]([O:13][C:12]1[C:11](=[O:21])[N:10]=[C:9]([CH2:22][C:23]2([C:28]3[CH:29]=[CH:30][C:31]([C:34]([F:35])([F:36])[F:37])=[CH:32][CH:33]=3)[CH2:27][CH2:26][CH2:25][CH2:24]2)[N:8]2[CH2:2][CH2:3][N:4]([CH:38]([CH3:39])[CH3:40])[C:5](=[O:6])[C:7]=12)[C:15]1[CH:20]=[CH:19][CH:18]=[CH:17][CH:16]=1, predict the reactants needed to synthesize it. The reactants are: O[CH2:2][CH2:3][N:4]([CH:38]([CH3:40])[CH3:39])[C:5]([C:7]1[C:12]([O:13][CH2:14][C:15]2[CH:20]=[CH:19][CH:18]=[CH:17][CH:16]=2)=[C:11]([OH:21])[N:10]=[C:9]([CH2:22][C:23]2([C:28]3[CH:33]=[CH:32][C:31]([C:34]([F:37])([F:36])[F:35])=[CH:30][CH:29]=3)[CH2:27][CH2:26][CH2:25][CH2:24]2)[N:8]=1)=[O:6].C(OC1C(=O)N=C(CC2(C3C=C(Cl)C=CC=3Cl)CCCC2)N2CCN(C(C)C)C(=O)C=12)C1C=CC=CC=1. (5) Given the product [N:20]1([C:31]([NH2:28])=[O:35])[CH2:21][CH2:22][CH2:23][CH:19]1[C:17]([NH2:16])=[O:18], predict the reactants needed to synthesize it. The reactants are: Cl.FC1C=C(N2C=CC=CC2=O)C=CC=1[NH:16][C:17]([C@H:19]1[CH2:23][C@@H:22](OC)[CH2:21][NH:20]1)=[O:18].C([N:28]([CH2:31]C)CC)C.CC[O:35]C(C)=O. (6) Given the product [CH3:1][O:2][C:3]([C:4]1[N:16]=[C:17]([NH2:19])[S:18][C:5]=1[C:6]1[CH:11]=[CH:10][CH:9]=[C:8]([Cl:12])[CH:7]=1)=[O:15], predict the reactants needed to synthesize it. The reactants are: [CH3:1][O:2][C:3](=[O:15])[C:4](=O)[CH:5](Cl)[C:6]1[CH:11]=[CH:10][CH:9]=[C:8]([Cl:12])[CH:7]=1.[NH2:16][C:17]([NH2:19])=[S:18]. (7) The reactants are: O=[C:2]1[CH2:7][CH2:6][N:5]([C:8]2[CH:21]=[CH:20][C:11]([CH:12]=[C:13]3[S:17][C:16](=[O:18])[NH:15][C:14]3=[O:19])=[CH:10][CH:9]=2)[CH2:4][CH2:3]1.[NH2:22][CH2:23][C@H:24]([OH:34])[CH2:25][O:26][C:27]1[CH:32]=[CH:31][C:30]([OH:33])=[CH:29][CH:28]=1. Given the product [OH:34][C@H:24]([CH2:25][O:26][C:27]1[CH:32]=[CH:31][C:30]([OH:33])=[CH:29][CH:28]=1)[CH2:23][NH:22][CH:2]1[CH2:7][CH2:6][N:5]([C:8]2[CH:21]=[CH:20][C:11]([CH:12]=[C:13]3[S:17][C:16](=[O:18])[NH:15][C:14]3=[O:19])=[CH:10][CH:9]=2)[CH2:4][CH2:3]1, predict the reactants needed to synthesize it. (8) Given the product [Cl:25][C:2]1[N:11]=[CH:10][C:9]2[CH2:8][CH2:7][CH2:6][CH2:5][C:4]=2[N:3]=1, predict the reactants needed to synthesize it. The reactants are: O[C:2]1[N:11]=[CH:10][C:9]2[CH2:8][CH2:7][CH2:6][CH2:5][C:4]=2[N:3]=1.CCN(C1C=CC=CC=1)CC.P(Cl)(Cl)([Cl:25])=O. (9) Given the product [ClH:44].[F:41][C:2]([F:1])([F:40])[C:3]1[CH:4]=[C:5]([CH:30]=[CH:31][C:32]=1[O:33][C@@H:34]([CH3:39])[C:35]([F:36])([F:37])[F:38])[CH2:6][O:7][C:8]1[CH:17]=[C:16]2[C:11]([CH:12]=[C:13]([CH2:18][N:19]3[CH2:24][CH2:23][CH2:22][C@@H:21]([C:25]([OH:27])=[O:26])[CH2:20]3)[CH2:14][O:15]2)=[CH:10][CH:9]=1, predict the reactants needed to synthesize it. The reactants are: [F:1][C:2]([F:41])([F:40])[C:3]1[CH:4]=[C:5]([CH:30]=[CH:31][C:32]=1[O:33][C@@H:34]([CH3:39])[C:35]([F:38])([F:37])[F:36])[CH2:6][O:7][C:8]1[CH:17]=[C:16]2[C:11]([CH:12]=[C:13]([CH2:18][N:19]3[CH2:24][CH2:23][CH2:22][C@@H:21]([C:25]([O:27]CC)=[O:26])[CH2:20]3)[CH2:14][O:15]2)=[CH:10][CH:9]=1.[OH-].[Na+].[ClH:44].Cl.O1CCOCC1.